The task is: Predict the product of the given reaction.. This data is from Forward reaction prediction with 1.9M reactions from USPTO patents (1976-2016). The product is: [F:11][C:10]([F:13])([F:12])[C:6]1[CH:5]=[C:4]([CH:3]([NH:14][C:15](=[O:21])[O:16][C:17]([CH3:18])([CH3:20])[CH3:19])[CH2:2][NH:1][C:30](=[O:31])[O:32][CH2:33][CH3:34])[CH:9]=[CH:8][CH:7]=1. Given the reactants [NH2:1][CH2:2][CH:3]([NH:14][C:15](=[O:21])[O:16][C:17]([CH3:20])([CH3:19])[CH3:18])[C:4]1[CH:9]=[CH:8][CH:7]=[C:6]([C:10]([F:13])([F:12])[F:11])[CH:5]=1.C(N(CC)CC)C.Cl[C:30]([O:32][CH2:33][CH3:34])=[O:31], predict the reaction product.